From a dataset of NCI-60 drug combinations with 297,098 pairs across 59 cell lines. Regression. Given two drug SMILES strings and cell line genomic features, predict the synergy score measuring deviation from expected non-interaction effect. (1) Drug 1: C1=CC(=CC=C1CC(C(=O)O)N)N(CCCl)CCCl.Cl. Drug 2: CC=C1C(=O)NC(C(=O)OC2CC(=O)NC(C(=O)NC(CSSCCC=C2)C(=O)N1)C(C)C)C(C)C. Cell line: SK-OV-3. Synergy scores: CSS=48.5, Synergy_ZIP=1.67, Synergy_Bliss=3.87, Synergy_Loewe=-15.3, Synergy_HSA=3.46. (2) Drug 1: CC1C(C(=O)NC(C(=O)N2CCCC2C(=O)N(CC(=O)N(C(C(=O)O1)C(C)C)C)C)C(C)C)NC(=O)C3=C4C(=C(C=C3)C)OC5=C(C(=O)C(=C(C5=N4)C(=O)NC6C(OC(=O)C(N(C(=O)CN(C(=O)C7CCCN7C(=O)C(NC6=O)C(C)C)C)C)C(C)C)C)N)C. Cell line: SF-539. Drug 2: CC1CCCC2(C(O2)CC(NC(=O)CC(C(C(=O)C(C1O)C)(C)C)O)C(=CC3=CSC(=N3)C)C)C. Synergy scores: CSS=63.2, Synergy_ZIP=2.35, Synergy_Bliss=3.16, Synergy_Loewe=-4.74, Synergy_HSA=4.56. (3) Synergy scores: CSS=9.61, Synergy_ZIP=-2.04, Synergy_Bliss=0.354, Synergy_Loewe=-11.7, Synergy_HSA=-1.32. Cell line: NCI-H322M. Drug 1: C1=C(C(=O)NC(=O)N1)N(CCCl)CCCl. Drug 2: CCC1=C2CN3C(=CC4=C(C3=O)COC(=O)C4(CC)O)C2=NC5=C1C=C(C=C5)O. (4) Drug 1: CN(C)N=NC1=C(NC=N1)C(=O)N. Drug 2: C1=CN(C=N1)CC(O)(P(=O)(O)O)P(=O)(O)O. Cell line: ACHN. Synergy scores: CSS=14.5, Synergy_ZIP=-7.13, Synergy_Bliss=-1.48, Synergy_Loewe=0.390, Synergy_HSA=0.664. (5) Drug 1: CN1CCC(CC1)COC2=C(C=C3C(=C2)N=CN=C3NC4=C(C=C(C=C4)Br)F)OC. Drug 2: CC(C)NC(=O)C1=CC=C(C=C1)CNNC.Cl. Cell line: OVCAR3. Synergy scores: CSS=14.7, Synergy_ZIP=-4.51, Synergy_Bliss=0.196, Synergy_Loewe=-3.57, Synergy_HSA=-0.385. (6) Drug 1: C1=CC=C(C(=C1)C(C2=CC=C(C=C2)Cl)C(Cl)Cl)Cl. Drug 2: CN(C(=O)NC(C=O)C(C(C(CO)O)O)O)N=O. Cell line: SK-MEL-28. Synergy scores: CSS=3.12, Synergy_ZIP=-2.17, Synergy_Bliss=-2.08, Synergy_Loewe=0.403, Synergy_HSA=-2.20. (7) Drug 1: CN(CC1=CN=C2C(=N1)C(=NC(=N2)N)N)C3=CC=C(C=C3)C(=O)NC(CCC(=O)O)C(=O)O. Drug 2: CC1=C(C(CCC1)(C)C)C=CC(=CC=CC(=CC(=O)O)C)C. Cell line: SR. Synergy scores: CSS=42.0, Synergy_ZIP=7.15, Synergy_Bliss=4.50, Synergy_Loewe=-26.2, Synergy_HSA=2.40. (8) Drug 1: CCCCC(=O)OCC(=O)C1(CC(C2=C(C1)C(=C3C(=C2O)C(=O)C4=C(C3=O)C=CC=C4OC)O)OC5CC(C(C(O5)C)O)NC(=O)C(F)(F)F)O. Drug 2: CN1C2=C(C=C(C=C2)N(CCCl)CCCl)N=C1CCCC(=O)O.Cl. Cell line: TK-10. Synergy scores: CSS=17.7, Synergy_ZIP=-1.48, Synergy_Bliss=-4.42, Synergy_Loewe=-28.2, Synergy_HSA=-5.41. (9) Drug 1: CN(CC1=CN=C2C(=N1)C(=NC(=N2)N)N)C3=CC=C(C=C3)C(=O)NC(CCC(=O)O)C(=O)O. Drug 2: C1=CC(=C(C=C1I)F)NC2=C(C=CC(=C2F)F)C(=O)NOCC(CO)O. Cell line: OVCAR3. Synergy scores: CSS=44.3, Synergy_ZIP=-0.893, Synergy_Bliss=-0.346, Synergy_Loewe=-1.07, Synergy_HSA=-0.271.